Dataset: Full USPTO retrosynthesis dataset with 1.9M reactions from patents (1976-2016). Task: Predict the reactants needed to synthesize the given product. (1) Given the product [OH:1][CH:2]([CH2:3][CH2:4][OH:5])[CH2:7][NH:8][C:9](=[O:31])[C:10]1[CH:15]=[CH:14][C:13]([O:16][CH3:17])=[C:12](/[CH:18]=[CH:19]/[C:20]2[CH:25]=[CH:24][C:23]([O:26][C:27]([F:29])([F:30])[F:28])=[CH:22][CH:21]=2)[CH:11]=1, predict the reactants needed to synthesize it. The reactants are: [OH:1][CH:2]([CH2:7][NH:8][C:9](=[O:31])[C:10]1[CH:15]=[CH:14][C:13]([O:16][CH3:17])=[C:12](/[CH:18]=[CH:19]/[C:20]2[CH:25]=[CH:24][C:23]([O:26][C:27]([F:30])([F:29])[F:28])=[CH:22][CH:21]=2)[CH:11]=1)[CH2:3][C:4](O)=[O:5].CN1CCOCC1.ClC(OCC)=O.B.[Li]. (2) The reactants are: [OH:1][CH2:2][CH2:3][NH:4][S:5]([C:8]1[CH:13]=[CH:12][C:11](B(O)O)=[CH:10][CH:9]=1)(=[O:7])=[O:6].Br[C:18]1[CH:23]=[CH:22][C:21]([O:24][CH2:25][CH:26]2[CH2:31][CH2:30][N:29]([C:32]3[O:36][N:35]=[C:34]([CH:37]([CH3:39])[CH3:38])[N:33]=3)[CH2:28][CH2:27]2)=[CH:20][N:19]=1.C([O-])([O-])=O.[Na+].[Na+]. Given the product [OH:1][CH2:2][CH2:3][NH:4][S:5]([C:8]1[CH:13]=[CH:12][C:11]([C:18]2[CH:23]=[CH:22][C:21]([O:24][CH2:25][CH:26]3[CH2:31][CH2:30][N:29]([C:32]4[O:36][N:35]=[C:34]([CH:37]([CH3:39])[CH3:38])[N:33]=4)[CH2:28][CH2:27]3)=[CH:20][N:19]=2)=[CH:10][CH:9]=1)(=[O:7])=[O:6], predict the reactants needed to synthesize it. (3) Given the product [CH3:32][C:33]1([CH3:35])[C:36](=[O:37])[N:13]([C:14]2[CH:15]=[N:16][C:17]([O:20][C:21]3[CH:28]=[CH:27][C:24]([C:25]#[N:26])=[C:23]([CH2:29][CH3:30])[CH:22]=3)=[N:18][CH:19]=2)[C:5](=[O:11])[NH:34]1, predict the reactants needed to synthesize it. The reactants are: ClC(Cl)(O[C:5](=[O:11])OC(Cl)(Cl)Cl)Cl.[NH2:13][C:14]1[CH:15]=[N:16][C:17]([O:20][C:21]2[CH:28]=[CH:27][C:24]([C:25]#[N:26])=[C:23]([CH2:29][CH3:30])[CH:22]=2)=[N:18][CH:19]=1.Cl.[CH3:32][C:33]([C:36](OC)=[O:37])([CH3:35])[NH2:34].C[O-].[Na+]. (4) Given the product [CH2:1]([NH:4][CH2:6][CH2:7][CH2:8][O:9][C:10]1[CH:15]=[CH:14][C:13]([C:16]2[CH:17]=[CH:18][C:19]([C:22]([O:24][CH2:25][CH3:26])=[O:23])=[CH:20][CH:21]=2)=[CH:12][C:11]=1[C:27]1[CH:36]=[CH:35][C:34]2[C:33]([CH3:38])([CH3:37])[CH2:32][CH2:31][C:30]([CH3:40])([CH3:39])[C:29]=2[CH:28]=1)[CH2:2][CH3:3], predict the reactants needed to synthesize it. The reactants are: [CH2:1]([NH2:4])[CH2:2][CH3:3].I[CH2:6][CH2:7][CH2:8][O:9][C:10]1[CH:15]=[CH:14][C:13]([C:16]2[CH:21]=[CH:20][C:19]([C:22]([O:24][CH2:25][CH3:26])=[O:23])=[CH:18][CH:17]=2)=[CH:12][C:11]=1[C:27]1[CH:36]=[CH:35][C:34]2[C:33]([CH3:38])([CH3:37])[CH2:32][CH2:31][C:30]([CH3:40])([CH3:39])[C:29]=2[CH:28]=1.